From a dataset of Forward reaction prediction with 1.9M reactions from USPTO patents (1976-2016). Predict the product of the given reaction. Given the reactants [O:1]=[C:2]1[C:10](=[C:11]([C:15]2[CH:20]=[CH:19][CH:18]=[CH:17][CH:16]=2)[C:12](O)=[O:13])[C:9]2[C:4](=[CH:5][CH:6]=[CH:7][CH:8]=2)[NH:3]1.[CH3:21][O:22][C:23]1[CH:24]=[C:25]([CH:27]=[CH:28][C:29]=1[O:30][CH3:31])[NH2:26], predict the reaction product. The product is: [CH3:21][O:22][C:23]1[CH:24]=[C:25]([NH:26][C:12](=[O:13])[C:11](=[C:10]2[C:9]3[C:4](=[CH:5][CH:6]=[CH:7][CH:8]=3)[NH:3][C:2]2=[O:1])[C:15]2[CH:16]=[CH:17][CH:18]=[CH:19][CH:20]=2)[CH:27]=[CH:28][C:29]=1[O:30][CH3:31].